Dataset: Forward reaction prediction with 1.9M reactions from USPTO patents (1976-2016). Task: Predict the product of the given reaction. (1) Given the reactants Cl.[CH:2]1([C:5]2[CH:6]=[C:7]([CH3:17])[C:8]([N:11]3[CH2:16][CH2:15][NH:14][CH2:13][CH2:12]3)=[N:9][CH:10]=2)[CH2:4][CH2:3]1.[CH:18]([C@@H:21]1[CH2:25][O:24][C:23](=[O:26])[N:22]1[C:27]1[CH:35]=[CH:34][C:30]([C:31](O)=[O:32])=[CH:29][CH:28]=1)([CH3:20])[CH3:19], predict the reaction product. The product is: [CH:2]1([C:5]2[CH:6]=[C:7]([CH3:17])[C:8]([N:11]3[CH2:12][CH2:13][N:14]([C:31]([C:30]4[CH:29]=[CH:28][C:27]([N:22]5[C@H:21]([CH:18]([CH3:19])[CH3:20])[CH2:25][O:24][C:23]5=[O:26])=[CH:35][CH:34]=4)=[O:32])[CH2:15][CH2:16]3)=[N:9][CH:10]=2)[CH2:4][CH2:3]1. (2) Given the reactants [CH3:1][C:2]1[CH:8]=[CH:7][CH:6]=[C:4]([OH:5])[C:3]=1[OH:9].[C:10](O)([CH3:13])([CH3:12])[CH3:11].S(=O)(=O)(O)O, predict the reaction product. The product is: [C:10]([C:7]1[CH:6]=[C:4]([OH:5])[C:3]([OH:9])=[C:2]([CH3:1])[CH:8]=1)([CH3:13])([CH3:12])[CH3:11]. (3) Given the reactants [I:1][C:2]1[CH:3]=[C:4]([NH2:28])[C:5]([NH:8][CH2:9][C:10]2[CH:15]=[CH:14][C:13]([O:16][CH2:17][C:18]3[CH:19]=[N:20][C:21]([O:24][CH3:25])=[CH:22][CH:23]=3)=[C:12]([O:26][CH3:27])[CH:11]=2)=[CH:6][CH:7]=1.[CH:29](OCC)(OCC)OCC.O.C1(C)C=CC(S(O)(=O)=O)=CC=1.O, predict the reaction product. The product is: [I:1][C:2]1[CH:7]=[CH:6][C:5]2[N:8]([CH2:9][C:10]3[CH:15]=[CH:14][C:13]([O:16][CH2:17][C:18]4[CH:19]=[N:20][C:21]([O:24][CH3:25])=[CH:22][CH:23]=4)=[C:12]([O:26][CH3:27])[CH:11]=3)[CH:29]=[N:28][C:4]=2[CH:3]=1. (4) Given the reactants Br[C:2]1[N:6]2[CH:7]=[C:8]([CH:21]3[CH2:23][CH2:22]3)[C:9]([CH2:11][O:12][C:13]3[CH:18]=[C:17]([CH3:19])[CH:16]=[C:15]([Cl:20])[CH:14]=3)=[CH:10][C:5]2=[N:4][N:3]=1.[CH:24]1([S:27]([NH2:30])(=[O:29])=[O:28])CC1.CS(N)(=O)=O, predict the reaction product. The product is: [Cl:20][C:15]1[CH:14]=[C:13]([CH:18]=[C:17]([CH3:19])[CH:16]=1)[O:12][CH2:11][C:9]1[C:8]([CH:21]2[CH2:23][CH2:22]2)=[CH:7][N:6]2[C:2]([NH:30][S:27]([CH3:24])(=[O:29])=[O:28])=[N:3][N:4]=[C:5]2[CH:10]=1. (5) Given the reactants C(OC([NH:8][C@@H:9]([C:16]([NH:18][CH2:19][C:20]([O:22]CC)=O)=[O:17])[CH2:10][C:11]1[N:12]=[CH:13][S:14][CH:15]=1)=O)(C)(C)C.C(O)(C(F)(F)F)=O, predict the reaction product. The product is: [S:14]1[CH:15]=[C:11]([CH2:10][C@H:9]2[NH:8][C:20](=[O:22])[CH2:19][NH:18][C:16]2=[O:17])[N:12]=[CH:13]1.